From a dataset of Full USPTO retrosynthesis dataset with 1.9M reactions from patents (1976-2016). Predict the reactants needed to synthesize the given product. (1) Given the product [C:1]([O:5][C:6](=[O:26])[NH:7][CH:8]1[CH2:13][CH2:12][CH:11]([CH2:14][NH:15][C:16]2[C:21]([N+:22]([O-:24])=[O:23])=[CH:20][N:19]=[C:18]([NH:44][CH2:43][C:42]3[CH:45]=[CH:46][CH:47]=[C:40]([N:34]4[CH2:39][CH2:38][CH2:37][CH2:36][CH2:35]4)[CH:41]=3)[N:17]=2)[CH2:10][CH2:9]1)([CH3:4])([CH3:3])[CH3:2], predict the reactants needed to synthesize it. The reactants are: [C:1]([O:5][C:6](=[O:26])[NH:7][C@H:8]1[CH2:13][CH2:12][C@H:11]([CH2:14][NH:15][C:16]2[C:21]([N+:22]([O-:24])=[O:23])=[CH:20][N:19]=[C:18](Cl)[N:17]=2)[CH2:10][CH2:9]1)([CH3:4])([CH3:3])[CH3:2].CCN(CC)CC.[N:34]1([C:40]2[CH:41]=[C:42]([CH:45]=[CH:46][CH:47]=2)[CH2:43][NH2:44])[CH2:39][CH2:38][CH2:37][CH2:36][CH2:35]1.CCO. (2) Given the product [CH3:1][N:2]1[CH2:7][CH:6]([O:8][C:13]2[CH:18]=[CH:17][CH:16]=[C:15]([N+:19]([O-:21])=[O:20])[CH:14]=2)[C:5]2[S:9][CH:10]=[CH:11][C:4]=2[CH2:3]1, predict the reactants needed to synthesize it. The reactants are: [CH3:1][N:2]1[CH2:7][CH:6]([OH:8])[C:5]2[S:9][CH:10]=[CH:11][C:4]=2[CH2:3]1.F[C:13]1[CH:18]=[CH:17][CH:16]=[C:15]([N+:19]([O-:21])=[O:20])[CH:14]=1. (3) Given the product [OH:19][CH2:18][C:17]([CH3:32])([C:26]1[CH:27]=[CH:28][CH:29]=[CH:30][CH:31]=1)[CH2:16][CH2:15][CH2:14][CH2:13][CH2:12][NH:11][C:9]([NH:8][CH2:7][CH2:6][CH2:5][CH2:4][C:3]([CH3:39])([C:33]1[CH:38]=[CH:37][CH:36]=[CH:35][CH:34]=1)[CH2:2][OH:1])=[O:10], predict the reactants needed to synthesize it. The reactants are: [OH:1][CH2:2][C:3]([CH3:39])([C:33]1[CH:38]=[CH:37][CH:36]=[CH:35][CH:34]=1)[CH2:4][CH2:5][CH2:6][CH2:7][NH:8][C:9]([NH:11][CH2:12][CH2:13][CH2:14][CH2:15][CH2:16][C:17]([CH3:32])([C:26]1[CH:31]=[CH:30][CH:29]=[CH:28][CH:27]=1)[CH2:18][O:19]C1CCCCO1)=[O:10].CC1C=CC(S(O)(=O)=O)=CC=1.O.C([O-])([O-])=O.[K+].[K+]. (4) Given the product [CH2:6]([O:8][C:9]([C:11]1[C:12]([CH:22]2[CH2:24][CH2:23]2)=[N:13][C:14]2[C:19]([C:20]=1[Cl:3])=[CH:18][CH:17]=[CH:16][CH:15]=2)=[O:10])[CH3:7], predict the reactants needed to synthesize it. The reactants are: P(Cl)(Cl)([Cl:3])=O.[CH2:6]([O:8][C:9]([C:11]1[C:20](=O)[C:19]2[C:14](=[CH:15][CH:16]=[CH:17][CH:18]=2)[NH:13][C:12]=1[CH:22]1[CH2:24][CH2:23]1)=[O:10])[CH3:7].C(=O)(O)[O-].[Na+]. (5) Given the product [N:27]1([C:25](=[O:26])/[CH:24]=[CH:23]/[C:22]2[CH:21]=[N:20][N:17]3[CH:18]=[CH:19][C:14]([N:10]4[CH2:11][CH2:12][CH2:13][C@@H:9]4[C:3]4[CH:4]=[C:5]([F:8])[CH:6]=[CH:7][C:2]=4[F:1])=[N:15][C:16]=23)[CH2:33][CH2:32][CH2:31][NH:30][CH2:29][CH2:28]1, predict the reactants needed to synthesize it. The reactants are: [F:1][C:2]1[CH:7]=[CH:6][C:5]([F:8])=[CH:4][C:3]=1[C@H:9]1[CH2:13][CH2:12][CH2:11][N:10]1[C:14]1[CH:19]=[CH:18][N:17]2[N:20]=[CH:21][C:22](/[CH:23]=[CH:24]/[C:25]([N:27]3[CH2:33][CH2:32][CH2:31][N:30](C(OC(C)(C)C)=O)[CH2:29][CH2:28]3)=[O:26])=[C:16]2[N:15]=1.C(O)(C(F)(F)F)=O. (6) Given the product [Cl:1][C:2]1[CH:3]=[C:4]2[C:8](=[CH:9][CH:10]=1)[NH:7][CH:6]=[C:5]2[CH2:11][CH2:12][NH:13][C:14]([C:15]1[CH:20]=[CH:19][C:18]([C:25]2[CH:26]=[CH:27][CH:28]=[C:23]([CH3:32])[CH:24]=2)=[CH:17][CH:16]=1)=[O:22], predict the reactants needed to synthesize it. The reactants are: [Cl:1][C:2]1[CH:3]=[C:4]2[C:8](=[CH:9][CH:10]=1)[NH:7][CH:6]=[C:5]2[CH2:11][CH2:12][NH:13][C:14](=[O:22])[C:15]1[CH:20]=[CH:19][C:18](I)=[CH:17][CH:16]=1.[C:23]1([CH3:32])[CH:28]=[CH:27][CH:26]=[C:25](B(O)O)[CH:24]=1.C(=O)([O-])[O-].[Na+].[Na+].